This data is from Forward reaction prediction with 1.9M reactions from USPTO patents (1976-2016). The task is: Predict the product of the given reaction. (1) Given the reactants [H-].[H-].[H-].[H-].[Li+].[Al+3].[C:7]([C:11]1[CH:16]=[CH:15][C:14]([C:17]2[C:26]3[CH2:25][CH2:24][CH2:23][CH2:22][C:21]=3[CH:20]=[C:19]3[C:27](=O)[CH:28]([CH3:30])[CH2:29][C:18]=23)=[CH:13][CH:12]=1)([CH3:10])([CH3:9])[CH3:8].Cl.C1C=CC=CC=1.CCOC(C)=O, predict the reaction product. The product is: [C:7]([C:11]1[CH:12]=[CH:13][C:14]([C:17]2[C:26]3[CH2:25][CH2:24][CH2:23][CH2:22][C:21]=3[CH:20]=[C:19]3[CH:27]=[C:28]([CH3:30])[CH2:29][C:18]=23)=[CH:15][CH:16]=1)([CH3:10])([CH3:8])[CH3:9]. (2) Given the reactants C([O:3][C:4](=[O:24])[CH2:5][C@H:6]1[O:10][B:9]([OH:11])[C:8]2[CH:12]=[C:13]([O:17][C:18]3[CH:23]=[N:22][CH:21]=[CH:20][N:19]=3)[CH:14]=[C:15]([CH3:16])[C:7]1=2)C.[Li+].[OH-].Cl, predict the reaction product. The product is: [OH:11][B:9]1[C:8]2[CH:12]=[C:13]([O:17][C:18]3[CH:23]=[N:22][CH:21]=[CH:20][N:19]=3)[CH:14]=[C:15]([CH3:16])[C:7]=2[C@@H:6]([CH2:5][C:4]([OH:24])=[O:3])[O:10]1. (3) Given the reactants O[CH2:2][C:3]([C:5]1[CH:10]=[CH:9][CH:8]=[CH:7][CH:6]=1)=[O:4].[CH3:11][O:12][C:13]1[CH:20]=[CH:19][CH:18]=[CH:17][C:14]=1[CH:15]=O.[OH-].[K+].C(OCC)(=[O:25])C, predict the reaction product. The product is: [OH:25][C:10]1[CH:9]=[CH:8][CH:7]=[CH:6][C:5]=1[C:3](=[O:4])/[CH:2]=[CH:15]/[C:14]1[CH:17]=[CH:18][CH:19]=[CH:20][C:13]=1[O:12][CH3:11]. (4) Given the reactants [F:1][C:2]1[CH:7]=[CH:6][CH:5]=[CH:4][N:3]=1.C([N-]C(C)C)(C)C.[Li+].[F:16][C:17]1[CH:24]=[CH:23][C:20]([CH:21]=[O:22])=[CH:19][CH:18]=1, predict the reaction product. The product is: [F:16][C:17]1[CH:24]=[CH:23][C:20]([CH:21]([C:7]2[C:2]([F:1])=[N:3][CH:4]=[CH:5][CH:6]=2)[OH:22])=[CH:19][CH:18]=1. (5) The product is: [CH:1]1([C:5]2[N:13]3[C:8]([C:9](=[O:14])[NH:10][CH:11]=[N:12]3)=[C:7]([I:15])[N:6]=2)[CH2:2][CH2:3][CH2:4]1. Given the reactants [CH:1]1([C:5]2[N:13]3[C:8]([C:9](=[O:14])[NH:10][CH:11]=[N:12]3)=[CH:7][N:6]=2)[CH2:4][CH2:3][CH2:2]1.[I:15]N1C(=O)CCC1=O, predict the reaction product.